This data is from Reaction yield outcomes from USPTO patents with 853,638 reactions. The task is: Predict the reaction yield, written as a fraction of the theoretical maximum amount of product (1.0 means a 100% yield; for example, 0.34 means a 34% yield). (1) The reactants are [C-]#N.[Na+].C1N2CC[N:6](CC2)[CH2:5]1.[Cl:12][C:13]1[N:18]=[C:17](S(C)(=O)=O)[N:16]=[C:15]([N:23]2[CH2:28][CH2:27][O:26][CH2:25][CH2:24]2)[CH:14]=1. The catalyst is CS(C)=O.O. The product is [Cl:12][C:13]1[CH:14]=[C:15]([N:23]2[CH2:28][CH2:27][O:26][CH2:25][CH2:24]2)[N:16]=[C:17]([C:5]#[N:6])[N:18]=1. The yield is 0.200. (2) The reactants are Cl[C:2]1[N:7]=[CH:6][N:5]2[N:8]=[CH:9][C:10]([C:11]([NH:13][CH:14]3[CH2:19][CH2:18][CH2:17][CH2:16][CH2:15]3)=[O:12])=[C:4]2[CH:3]=1.[Cl:20][C:21]1[CH:22]=[C:23]([CH:26]=[CH:27][CH:28]=1)[CH2:24][NH2:25].C(N(CC)C(C)C)(C)C.C(O)C. The catalyst is CO.ClCCl. The product is [Cl:20][C:21]1[CH:22]=[C:23]([CH:26]=[CH:27][CH:28]=1)[CH2:24][NH:25][C:2]1[N:7]=[CH:6][N:5]2[N:8]=[CH:9][C:10]([C:11]([NH:13][CH:14]3[CH2:19][CH2:18][CH2:17][CH2:16][CH2:15]3)=[O:12])=[C:4]2[CH:3]=1. The yield is 0.770. (3) The reactants are [NH2:1][CH2:2][CH:3]([C:9]1([CH3:14])[O:13][CH2:12][CH2:11][O:10]1)[C:4]([O:6][CH2:7][CH3:8])=[O:5].[N+:15]([C:18]1[CH:19]=[C:20]2[C:25](=O)[O:24][C:22](=[O:23])[C:21]2=[CH:27][CH:28]=1)([O-:17])=[O:16]. The catalyst is C(Cl)(Cl)Cl. The product is [N+:15]([C:18]1[CH:19]=[C:20]2[C:21](=[CH:27][CH:28]=1)[C:22](=[O:23])[N:1]([CH2:2][CH:3]([C:9]1([CH3:14])[O:10][CH2:11][CH2:12][O:13]1)[C:4]([O:6][CH2:7][CH3:8])=[O:5])[C:25]2=[O:24])([O-:17])=[O:16]. The yield is 0.830. (4) The reactants are [F:1][C:2]1[CH:7]=[CH:6][C:5]([N:8]2[C:16]3[C:11](=[CH:12][C:13]4[CH2:21][C:20](=[O:22])[CH2:19][CH2:18][CH2:17][C:14]=4[CH:15]=3)[CH:10]=[N:9]2)=[CH:4][CH:3]=1.[Li+].C[Si]([N-][Si](C)(C)C)(C)C.[N:33]1[CH:38]=[CH:37][CH:36]=[CH:35][C:34]=1[CH:39]=O. The catalyst is C1COCC1. The product is [F:1][C:2]1[CH:3]=[CH:4][C:5]([N:8]2[C:16]3[C:11](=[CH:12][C:13]4=[C:14]([CH2:17][CH2:18][CH2:19][C:20](=[O:22])/[C:21]/4=[CH:39]/[C:34]4[CH:35]=[CH:36][CH:37]=[CH:38][N:33]=4)[CH:15]=3)[CH:10]=[N:9]2)=[CH:6][CH:7]=1. The yield is 0.800. (5) The catalyst is CN(C)C(=O)C.O1CCCC1. The product is [C:37]([NH:36][C:34]1[N:35]=[C:30]2[CH:29]=[CH:28][C:27]([O:26][C:25]3[CH:24]=[C:23]([NH:22][C:7]([C:6]4[N:2]([CH3:1])[N:3]=[C:4]([CH3:10])[CH:5]=4)=[O:9])[CH:44]=[CH:43][CH:42]=3)=[N:32][N:31]2[CH:33]=1)(=[O:41])[CH:38]([CH3:40])[CH3:39]. The yield is 0.720. The reactants are [CH3:1][N:2]1[C:6]([C:7]([OH:9])=O)=[CH:5][C:4]([CH3:10])=[N:3]1.CN(C)C=O.C(Cl)(=O)C(Cl)=O.[NH2:22][C:23]1[CH:24]=[C:25]([CH:42]=[CH:43][CH:44]=1)[O:26][C:27]1[CH:28]=[CH:29][C:30]2[N:31]([CH:33]=[C:34]([NH:36][C:37](=[O:41])[CH:38]([CH3:40])[CH3:39])[N:35]=2)[N:32]=1. (6) The reactants are C([NH:5][C:6]1[S:7][CH2:8][C:9]2([C:19]3[C:14](=[CH:15][CH:16]=[C:17]([C:20]4[CH:21]=[C:22]([CH:25]=[CH:26][CH:27]=4)[C:23]#[N:24])[CH:18]=3)[O:13][CH:12]([C:28]3[CH:33]=[CH:32][CH:31]=[CH:30][CH:29]=3)[CH2:11]2)[N:10]=1)(C)(C)C.[OH-:34].[Na+]. The catalyst is Cl. The product is [NH2:5][C:6]1[S:7][CH2:8][C:9]2([C:19]3[C:14](=[CH:15][CH:16]=[C:17]([C:20]4[CH:21]=[C:22]([CH:25]=[CH:26][CH:27]=4)[C:23]([NH2:24])=[O:34])[CH:18]=3)[O:13][CH:12]([C:28]3[CH:33]=[CH:32][CH:31]=[CH:30][CH:29]=3)[CH2:11]2)[N:10]=1. The yield is 0.730. (7) The reactants are [Na].[C:2]([O:6][CH3:7])(=[O:5])[CH2:3][SH:4].C[O:9][C:10](=O)[C:11](Cl)=[CH2:12].Cl. The catalyst is CO. The product is [OH:9][C:10]1[CH:11]=[CH:12][S:4][C:3]=1[C:2]([O:6][CH3:7])=[O:5]. The yield is 0.640.